Task: Predict the reaction yield, written as a fraction of the theoretical maximum amount of product (1.0 means a 100% yield; for example, 0.34 means a 34% yield).. Dataset: Reaction yield outcomes from USPTO patents with 853,638 reactions (1) The reactants are [CH2:1]([P:3]([OH:9])([CH2:5][C:6]([OH:8])=[O:7])=[O:4])[CH3:2].[O-]CCCC.[O-]CCCC.[O-]CCCC.[O-]CCCC.[Ti+4:30]. The catalyst is C1(C)C=CC=CC=1. The product is [Ti+4:30].[CH2:1]([P:3]([OH:9])([CH2:5][C:6]([O-:8])=[O:7])=[O:4])[CH3:2].[CH2:1]([P:3]([CH2:5][C:6]([O-:8])=[O:7])([OH:9])=[O:4])[CH3:2].[CH2:1]([P:3]([CH2:5][C:6]([O-:8])=[O:7])([OH:9])=[O:4])[CH3:2].[CH2:1]([P:3]([CH2:5][C:6]([O-:8])=[O:7])([OH:9])=[O:4])[CH3:2]. The yield is 0.960. (2) The reactants are [S:1]([Cl:5])(Cl)(=[O:3])=[O:2].[Cl:6][C:7]1[CH:8]=[CH:9][C:10]2[S:14][CH:13]=[CH:12][C:11]=2[CH:15]=1. The catalyst is CN(C=O)C. The product is [Cl:6][C:7]1[CH:8]=[CH:9][C:10]2[S:14][C:13]([S:1]([Cl:5])(=[O:3])=[O:2])=[CH:12][C:11]=2[CH:15]=1. The yield is 0.200. (3) The reactants are [CH2:1]([O:4][C:5]1[CH:10]=[C:9]([Cl:11])[C:8]([CH2:12][C:13]2[CH:18]=[CH:17][C:16]([O:19][CH2:20][CH3:21])=[CH:15][CH:14]=2)=[CH:7][C:6]=1[C@@H:22]1[O:27][C@H:26]([CH2:28][O:29][CH2:30][CH2:31][CH2:32][CH2:33][CH2:34][O:35][Si](C(C)(C)C)(C2C=CC=CC=2)C2C=CC=CC=2)[C@@H:25]([O:53][CH2:54][C:55]2[CH:60]=[CH:59][CH:58]=[CH:57][CH:56]=2)[C@H:24]([O:61][CH2:62][C:63]2[CH:68]=[CH:67][CH:66]=[CH:65][CH:64]=2)[C@H:23]1[O:69][CH2:70][C:71]1[CH:76]=[CH:75][CH:74]=[CH:73][CH:72]=1)[CH:2]=[CH2:3].[F-].C([N+](CCCC)(CCCC)CCCC)CCC. The catalyst is O1CCCC1. The product is [CH2:1]([O:4][C:5]1[CH:10]=[C:9]([Cl:11])[C:8]([CH2:12][C:13]2[CH:14]=[CH:15][C:16]([O:19][CH2:20][CH3:21])=[CH:17][CH:18]=2)=[CH:7][C:6]=1[C@@H:22]1[O:27][C@H:26]([CH2:28][O:29][CH2:30][CH2:31][CH2:32][CH2:33][CH2:34][OH:35])[C@@H:25]([O:53][CH2:54][C:55]2[CH:56]=[CH:57][CH:58]=[CH:59][CH:60]=2)[C@H:24]([O:61][CH2:62][C:63]2[CH:68]=[CH:67][CH:66]=[CH:65][CH:64]=2)[C@H:23]1[O:69][CH2:70][C:71]1[CH:76]=[CH:75][CH:74]=[CH:73][CH:72]=1)[CH:2]=[CH2:3]. The yield is 0.930. (4) The reactants are [CH3:1][O:2][C:3]1[CH:4]=[C:5]2[C:10](=[CH:11][C:12]=1[O:13][CH3:14])[N:9]=[CH:8][N:7]=[C:6]2[O:15][C:16]1[CH:17]=[C:18]([CH:20]=[CH:21][CH:22]=1)[NH2:19].[C:23]1([C:29]2[CH:33]=[C:32]([NH:34][C:35](=O)[O:36]C3C=CC=CC=3)[O:31][N:30]=2)[CH:28]=[CH:27][CH:26]=[CH:25][CH:24]=1. No catalyst specified. The product is [CH3:1][O:2][C:3]1[CH:4]=[C:5]2[C:10](=[CH:11][C:12]=1[O:13][CH3:14])[N:9]=[CH:8][N:7]=[C:6]2[O:15][C:16]1[CH:17]=[C:18]([NH:19][C:35]([NH:34][C:32]2[O:31][N:30]=[C:29]([C:23]3[CH:24]=[CH:25][CH:26]=[CH:27][CH:28]=3)[CH:33]=2)=[O:36])[CH:20]=[CH:21][CH:22]=1. The yield is 0.440. (5) The reactants are [P:1]([Cl:5])(Cl)([Cl:3])=[O:2].[N:6]1[C:15]2[C:10](=[CH:11][CH:12]=[CH:13][C:14]=2[OH:16])[CH:9]=[CH:8][CH:7]=1.C(N(CC)CC)C. The catalyst is C(OCC)C. The product is [P:1]([Cl:5])([Cl:3])(=[O:2])[O:16][C:14]1[CH:13]=[CH:12][CH:11]=[C:10]2[C:15]=1[N:6]=[CH:7][CH:8]=[CH:9]2. The yield is 0.540.